Dataset: Catalyst prediction with 721,799 reactions and 888 catalyst types from USPTO. Task: Predict which catalyst facilitates the given reaction. Reactant: CS[C:3]1[N:8]=[C:7]([C:9]2[C:10]([CH:18]([C:20]3[CH:25]=[CH:24][CH:23]=[CH:22][CH:21]=3)[OH:19])=[N:11][N:12]3[CH:17]=[CH:16][CH:15]=[CH:14][C:13]=23)[CH:6]=[CH:5][N:4]=1.ClC1C=C(C=CC=1)C(OO)=O.[CH:37]1([NH2:42])[CH2:41][CH2:40][CH2:39][CH2:38]1. Product: [CH:37]1([NH:42][C:3]2[N:8]=[C:7]([C:9]3[C:10]([CH:18]([C:20]4[CH:25]=[CH:24][CH:23]=[CH:22][CH:21]=4)[OH:19])=[N:11][N:12]4[CH:17]=[CH:16][CH:15]=[CH:14][C:13]=34)[CH:6]=[CH:5][N:4]=2)[CH2:41][CH2:40][CH2:39][CH2:38]1. The catalyst class is: 4.